This data is from Full USPTO retrosynthesis dataset with 1.9M reactions from patents (1976-2016). The task is: Predict the reactants needed to synthesize the given product. (1) Given the product [I:1][C:2]1[S:3][C:4]([C:20]2[S:21][C:22]([C:23]([O:25][CH3:26])=[O:24])=[C:18]([N:17]([C:15]([C@H:12]3[CH2:13][CH2:14][C@H:9]([CH3:8])[CH2:10][CH2:11]3)=[O:16])[CH:30]([CH3:31])[CH3:32])[CH:19]=2)=[CH:5][CH:6]=1, predict the reactants needed to synthesize it. The reactants are: [I:1][C:2]1[S:3][C:4](I)=[CH:5][CH:6]=1.[CH3:8][C@H:9]1[CH2:14][CH2:13][C@H:12]([C:15]([N:17]([CH:30]([CH3:32])[CH3:31])[C:18]2[CH:19]=[C:20](B(O)O)[S:21][C:22]=2[C:23]([O:25][CH3:26])=[O:24])=[O:16])[CH2:11][CH2:10]1.[F-].[Cs+]. (2) Given the product [C:1]1([CH:7]2[CH2:16][CH2:15][C:14]3[CH:13]=[C:12]([C@H:17]4[CH2:26][CH2:25][C@@:19]5([NH:23][C:22](=[O:24])[O:21][CH2:20]5)[CH2:18]4)[CH:11]=[CH:10][C:9]=3[CH2:8]2)[CH:2]=[CH:3][CH:4]=[CH:5][CH:6]=1, predict the reactants needed to synthesize it. The reactants are: [C:1]1([C:7]2[CH2:16][CH2:15][C:14]3[CH:13]=[C:12]([C@H:17]4[CH2:26][CH2:25][C@@:19]5([NH:23][C:22](=[O:24])[O:21][CH2:20]5)[CH2:18]4)[CH:11]=[CH:10][C:9]=3[CH:8]=2)[CH:6]=[CH:5][CH:4]=[CH:3][CH:2]=1. (3) Given the product [Cl:1][C:2]1[C:7]([CH:6]=[C:5]([NH:10][C:11]2[C:20]3[C:15](=[CH:16][C:17]([O:23][CH2:24][CH:25]4[CH2:30][CH2:29][N:28]([CH3:31])[CH2:27][CH2:26]4)=[C:18]([O:21][CH3:22])[CH:19]=3)[N:14]=[CH:13][N:12]=2)[C:4](=[O:32])[CH:3]=1)=[O:8], predict the reactants needed to synthesize it. The reactants are: [Cl:1][C:2]1[C:7]([O:8]C)=[CH:6][C:5]([NH:10][C:11]2[C:20]3[C:15](=[CH:16][C:17]([O:23][CH2:24][CH:25]4[CH2:30][CH2:29][N:28]([CH3:31])[CH2:27][CH2:26]4)=[C:18]([O:21][CH3:22])[CH:19]=3)[N:14]=[CH:13][N:12]=2)=[C:4]([O:32]C)[CH:3]=1.C(Cl)(Cl)Cl.C(=O)(O)[O-].[Na+]. (4) Given the product [C:11]([OH:12])(=[O:10])[CH2:7][CH2:8][CH3:9].[NH2:6][C@@H:7]1[CH2:8][CH2:9][CH2:13][C@H:11]1[OH:12].[NH2:6][C@@H:7]1[CH2:8][CH2:9][CH2:14][CH2:13][C@H:11]1[OH:12], predict the reactants needed to synthesize it. The reactants are: CCCC([NH:6][C@@H:7]1[C:11](=[O:12])[O:10][CH2:9][CH2:8]1)=O.[CH2:13](Cl)[CH2:14]Cl. (5) Given the product [Cl:1][C:2]1[C:3]([CH3:22])=[C:4]([N:8]2[C:12](=[O:13])[CH2:11][N:10]([C:14](=[O:21])[CH2:15][N:16]([CH2:17][CH2:18][O:19][CH3:20])[C:29]([C:27]3[S:28][C:24]([Cl:23])=[CH:25][CH:26]=3)=[O:30])[CH2:9]2)[CH:5]=[CH:6][CH:7]=1, predict the reactants needed to synthesize it. The reactants are: [Cl:1][C:2]1[C:3]([CH3:22])=[C:4]([N:8]2[C:12](=[O:13])[CH2:11][N:10]([C:14](=[O:21])[CH2:15][NH:16][CH2:17][CH2:18][O:19][CH3:20])[CH2:9]2)[CH:5]=[CH:6][CH:7]=1.[Cl:23][C:24]1[S:28][C:27]([C:29](O)=[O:30])=[CH:26][CH:25]=1. (6) Given the product [OH:2][CH2:1][C:3]1[CH:8]=[C:7]([C@@H:9]([NH:12][C:13]([C:15]2[C:16]3[CH:23]=[N:22][N:21]([C:24]4[CH:25]=[CH:26][C:27]([F:30])=[CH:28][CH:29]=4)[C:17]=3[CH:18]=[N:19][CH:20]=2)=[O:14])[CH2:10][CH3:11])[CH:6]=[CH:5][N:4]=1, predict the reactants needed to synthesize it. The reactants are: [CH:1]([C:3]1[CH:8]=[C:7]([C@@H:9]([NH:12][C:13]([C:15]2[C:16]3[CH:23]=[N:22][N:21]([C:24]4[CH:29]=[CH:28][C:27]([F:30])=[CH:26][CH:25]=4)[C:17]=3[CH:18]=[N:19][CH:20]=2)=[O:14])[CH2:10][CH3:11])[CH:6]=[CH:5][N:4]=1)=[O:2].[BH4-].[Na+]. (7) Given the product [F:1][C:2]1[CH:3]=[CH:4][C:5]([C:8]([CH:9]([C:10]2[CH:11]=[C:12]([CH:17]=[CH:18][CH:19]=2)[C:13]([O:15][CH3:16])=[O:14])[CH2:21]/[CH:22]=[CH:23]/[C:24]2[CH:29]=[CH:28][CH:27]=[CH:26][CH:25]=2)=[O:20])=[CH:6][CH:7]=1, predict the reactants needed to synthesize it. The reactants are: [F:1][C:2]1[CH:7]=[CH:6][C:5]([C:8](=[O:20])[CH2:9][C:10]2[CH:11]=[C:12]([CH:17]=[CH:18][CH:19]=2)[C:13]([O:15][CH3:16])=[O:14])=[CH:4][CH:3]=1.[CH2:21](Br)[CH:22]=[CH:23][C:24]1[CH:29]=[CH:28][CH:27]=[CH:26][CH:25]=1.[H-].[Na+].[NH4+].[Cl-]. (8) Given the product [C:23]([O:25][C:26]1([CH2:31][CH3:32])[CH:10]2[CH2:9][CH:8]3[CH2:11][CH:12]([CH2:5][CH:6]1[CH2:7]3)[CH2:29]2)(=[O:24])[C:22]([CH3:27])=[CH2:28].[C:1]([O:4][C:5]1[CH:12]=[CH:11][C:8]([CH:9]=[CH2:10])=[CH:7][CH:6]=1)(=[O:3])[CH3:2], predict the reactants needed to synthesize it. The reactants are: [C:1]([O:4][C:5]1[CH:12]=[CH:11][C:8]([CH:9]=[CH2:10])=[CH:7][CH:6]=1)(=[O:3])[CH3:2].N([C:22]([CH3:28])([CH3:27])[C:23]([O:25][CH3:26])=[O:24])=N[C:22]([CH3:28])([CH3:27])[C:23]([O:25][CH3:26])=[O:24].[CH3:29]O.[CH:31](O)(C)[CH3:32].